This data is from Reaction yield outcomes from USPTO patents with 853,638 reactions. The task is: Predict the reaction yield, written as a fraction of the theoretical maximum amount of product (1.0 means a 100% yield; for example, 0.34 means a 34% yield). (1) The yield is 0.830. The reactants are C1(P(C2C=CC=CC=2)C2C=CC=CC=2)C=CC=CC=1.Br[N:21]1[C:25](=O)[CH2:24][CH2:23][C:22]1=O.[Cl:28][C:29]1[CH:37]=[C:36]2[C:32]([C:33]([C:41]([OH:43])=O)=[CH:34][N:35]2[CH:38]([CH3:40])[CH3:39])=[CH:31][CH:30]=1.Cl.[NH2:45][C:46]1SC(C)=C(C)N=1.C(N(CC)C(C)C)(C)C.Cl. The catalyst is C(Cl)Cl.O.C(OCC)(=O)C. The product is [N:21]1[CH:25]=[CH:24][CH:23]=[CH:22][C:46]=1[NH:45][C:41]([C:33]1[C:32]2[C:36](=[CH:37][C:29]([Cl:28])=[CH:30][CH:31]=2)[N:35]([CH:38]([CH3:39])[CH3:40])[CH:34]=1)=[O:43]. (2) The reactants are [Br:1][C:2]1[CH:3]=[CH:4][C:5]([N:10]2[CH2:15][CH2:14][CH2:13][CH2:12][CH:11]2[CH3:16])=[C:6]([CH:9]=1)[CH:7]=[O:8].[BH4-].[Na+]. The catalyst is CO.[NH4+].[Cl-]. The product is [Br:1][C:2]1[CH:3]=[CH:4][C:5]([N:10]2[CH2:15][CH2:14][CH2:13][CH2:12][CH:11]2[CH3:16])=[C:6]([CH2:7][OH:8])[CH:9]=1. The yield is 0.970.